Dataset: M1 muscarinic receptor antagonist screen with 61,756 compounds. Task: Binary Classification. Given a drug SMILES string, predict its activity (active/inactive) in a high-throughput screening assay against a specified biological target. (1) The molecule is S=c1n(N)c(N)c(c2CC(OCc12)(CC)C)C#N. The result is 0 (inactive). (2) The drug is O=C(N1CCc2c1cccc2)C(N1CCc2c(C1)cccc2)C. The result is 0 (inactive). (3) The compound is n1(c2c(c(c1C)/C=N\n1cnnc1)cccc2)C. The result is 0 (inactive). (4) The drug is O1C(C(=O)N(c2c1ccc(C(=O)NC1CC1)c2)CC(OC(C)C)=O)(C)C. The result is 0 (inactive). (5) The drug is S(=O)(=O)(Nc1c(cccc1)C(O)=O)C. The result is 0 (inactive). (6) The molecule is OC1(C(CN(C(C1)C)C)C)c1c(ccc(c1)C)C. The result is 0 (inactive). (7) The drug is Brc1cn2c(nc(c2)CSc2[nH]ncn2)cc1. The result is 0 (inactive). (8) The compound is o1c2c(c3nc(NC(=O)CC(C)(C)C)cc(c3c1=O)C)cccc2. The result is 0 (inactive). (9) The compound is S(=O)(=O)(N(CC)CC)c1ccc(cc1)c1oc(SCC(=O)N2CCOCC2)nn1. The result is 0 (inactive). (10) The drug is O(c1c(C(NC=O)C)cc(OC)cc1)C. The result is 0 (inactive).